From a dataset of Catalyst prediction with 721,799 reactions and 888 catalyst types from USPTO. Predict which catalyst facilitates the given reaction. (1) Reactant: C[O:2][C:3]([C:5]1[CH:10]=[CH:9][C:8](=[O:11])[N:7]([CH2:12][C:13]2[CH:18]=[CH:17][C:16]([O:19][CH3:20])=[CH:15][CH:14]=2)[CH:6]=1)=[O:4].[OH-].[Li+]. Product: [CH3:20][O:19][C:16]1[CH:15]=[CH:14][C:13]([CH2:12][N:7]2[C:8](=[O:11])[CH:9]=[CH:10][C:5]([C:3]([OH:4])=[O:2])=[CH:6]2)=[CH:18][CH:17]=1. The catalyst class is: 83. (2) Reactant: [CH2:1]([O:3][C:4]([C:6]1[CH:7]=[C:8]2[C:12](=[C:13](I)[CH:14]=1)[NH:11][CH:10]=[C:9]2[CH2:16][CH3:17])=[O:5])[CH3:2].[NH:18]1[CH2:23][CH2:22][CH2:21][CH2:20][C:19]1=[O:24].[O-]P([O-])([O-])=O.[K+].[K+].[K+].CNCCNC. Product: [CH2:16]([C:9]1[C:8]2[C:12](=[C:13]([N:18]3[CH2:23][CH2:22][CH2:21][CH2:20][C:19]3=[O:24])[CH:14]=[C:6]([C:4]([O:3][CH2:1][CH3:2])=[O:5])[CH:7]=2)[NH:11][CH:10]=1)[CH3:17]. The catalyst class is: 432.